From a dataset of NCI-60 drug combinations with 297,098 pairs across 59 cell lines. Regression. Given two drug SMILES strings and cell line genomic features, predict the synergy score measuring deviation from expected non-interaction effect. Drug 1: CN(C)C(=N)N=C(N)N. Drug 2: CC1(CCCN1)C2=NC3=C(C=CC=C3N2)C(=O)N. Cell line: NCIH23. Synergy scores: CSS=4.23, Synergy_ZIP=0.838, Synergy_Bliss=-3.57, Synergy_Loewe=-2.59, Synergy_HSA=-2.44.